Dataset: Forward reaction prediction with 1.9M reactions from USPTO patents (1976-2016). Task: Predict the product of the given reaction. (1) The product is: [Cl:9][C:10]1[CH:11]=[CH:12][C:13]([C:16]2([C:21]3[CH:22]=[CH:23][C:24]4[C:7]([CH:26]=3)=[C:6]([C:2]3[S:1][CH:5]=[CH:4][CH:3]=3)[O:28][N:27]=4)[O:17][CH2:18][CH2:19][O:20]2)=[CH:14][CH:15]=1. Given the reactants [S:1]1[CH:5]=[CH:4][CH:3]=[C:2]1[CH2:6][C:7]#N.[Cl:9][C:10]1[CH:15]=[CH:14][C:13]([C:16]2([C:21]3[CH:26]=C[C:24]([N+:27]([O-])=[O:28])=[CH:23][CH:22]=3)[O:20][CH2:19][CH2:18][O:17]2)=[CH:12][CH:11]=1.[OH-].[Na+], predict the reaction product. (2) Given the reactants [CH:1]12[CH2:10][CH:5]3[CH2:6][CH:7]([CH2:9][CH:3]([CH2:4]3)[C:2]1=O)[CH2:8]2.[NH:12]1[CH2:17][CH2:16][CH:15]([OH:18])[CH2:14][CH2:13]1, predict the reaction product. The product is: [CH:1]12[CH2:10][CH:5]3[CH2:6][CH:7]([CH2:9][CH:3]([CH2:4]3)[CH:2]1[N:12]1[CH2:17][CH2:16][CH:15]([OH:18])[CH2:14][CH2:13]1)[CH2:8]2. (3) Given the reactants Cl[C:2]1[N:10]=[CH:9][C:8]([F:11])=[CH:7][C:3]=1[C:4]([OH:6])=[O:5].FC(F)(F)C1C=C(O)C=CC=1.[Cl:23][C:24]1[CH:25]=[C:26]([OH:31])[CH:27]=[CH:28][C:29]=1[F:30], predict the reaction product. The product is: [Cl:23][C:24]1[CH:25]=[C:26]([CH:27]=[CH:28][C:29]=1[F:30])[O:31][C:2]1[N:10]=[CH:9][C:8]([F:11])=[CH:7][C:3]=1[C:4]([OH:6])=[O:5]. (4) Given the reactants [OH-].[Na+].C1COCC1.[OH:8][CH2:9][C:10]1[S:11][C:12]2[C:18]([C:19]3[CH:20]=[C:21]([CH:27]=[CH:28][CH:29]=3)[C:22]([O:24]CC)=[O:23])=[CH:17][CH:16]=[CH:15][C:13]=2[CH:14]=1.Cl, predict the reaction product. The product is: [OH:8][CH2:9][C:10]1[S:11][C:12]2[C:18]([C:19]3[CH:20]=[C:21]([CH:27]=[CH:28][CH:29]=3)[C:22]([OH:24])=[O:23])=[CH:17][CH:16]=[CH:15][C:13]=2[CH:14]=1. (5) Given the reactants [O:1]=[C:2]([CH2:9][CH2:10][C:11]1[CH:16]=[CH:15][CH:14]=[CH:13][CH:12]=1)[CH2:3][C:4]([O:6][CH2:7][CH3:8])=[O:5].I[CH:18]([CH3:20])[CH3:19].C([O-])([O-])=O.[K+].[K+], predict the reaction product. The product is: [CH:18]([CH:3]([C:2](=[O:1])[CH2:9][CH2:10][C:11]1[CH:12]=[CH:13][CH:14]=[CH:15][CH:16]=1)[C:4]([O:6][CH2:7][CH3:8])=[O:5])([CH3:20])[CH3:19].